This data is from Catalyst prediction with 721,799 reactions and 888 catalyst types from USPTO. The task is: Predict which catalyst facilitates the given reaction. (1) Reactant: [NH:1]1[C:9]2[C:4](=[CH:5][C:6]([NH:10][C:11]3[C:16]([C:17]#[N:18])=[CH:15][N:14]=[C:13]4[S:19][C:20](/[CH:22]=[CH:23]/[CH2:24][CH2:25][N:26]5[CH2:31][CH2:30][N:29]([CH3:32])[CH2:28][CH2:27]5)=[CH:21][C:12]=34)=[CH:7][CH:8]=2)[CH:3]=[CH:2]1. Product: [NH:1]1[C:9]2[C:4](=[CH:5][C:6]([NH:10][C:11]3[C:16]([C:17]#[N:18])=[CH:15][N:14]=[C:13]4[S:19][C:20]([CH2:22][CH2:23][CH2:24][CH2:25][N:26]5[CH2:27][CH2:28][N:29]([CH3:32])[CH2:30][CH2:31]5)=[CH:21][C:12]=34)=[CH:7][CH:8]=2)[CH:3]=[CH:2]1. The catalyst class is: 50. (2) Reactant: C(Cl)CCl.[C:5]1([C:15]2[CH:20]=[CH:19][CH:18]=[CH:17][CH:16]=2)[CH:10]=[CH:9][C:8]([S:11]([NH2:14])(=[O:13])=[O:12])=[CH:7][CH:6]=1.[Cl:21][C:22]1[CH:30]=[C:29]2[C:25]([C:26]([CH2:34][CH2:35][CH2:36][O:37][C:38]3[CH:43]=[C:42]([CH3:44])[C:41]([Cl:45])=[C:40]([CH3:46])[CH:39]=3)=[C:27]([C:31](O)=[O:32])[NH:28]2)=[CH:24][CH:23]=1. Product: [C:5]1([C:15]2[CH:20]=[CH:19][CH:18]=[CH:17][CH:16]=2)[CH:10]=[CH:9][C:8]([S:11]([NH:14][C:31]([C:27]2[NH:28][C:29]3[C:25]([C:26]=2[CH2:34][CH2:35][CH2:36][O:37][C:38]2[CH:43]=[C:42]([CH3:44])[C:41]([Cl:45])=[C:40]([CH3:46])[CH:39]=2)=[CH:24][CH:23]=[C:22]([Cl:21])[CH:30]=3)=[O:32])(=[O:12])=[O:13])=[CH:7][CH:6]=1. The catalyst class is: 79. (3) Reactant: [NH2:1][C:2]1[C:3]2[C:10](I)=[CH:9][N:8]([CH:12]3[C:16]([CH3:18])([OH:17])[CH:15]([OH:19])[CH:14]([CH2:20][OH:21])[O:13]3)[C:4]=2[N:5]=[CH:6][N:7]=1.NC1C2C(I)=CN([C@H]3[C@](C)(O)C(O)C(CO)O3)C=2N=CN=1.CC1(C)C(C)(C)OB([C:51]2[S:55][CH:54]=[C:53]([C:56]([O:58][CH3:59])=[O:57])[CH:52]=2)O1.CC([O-])=O.[K+]. Product: [NH2:1][C:2]1[C:3]2[C:10]([C:51]3[S:55][CH:54]=[C:53]([C:56]([O:58][CH3:59])=[O:57])[CH:52]=3)=[CH:9][N:8]([C@H:12]3[C@@:16]([OH:17])([CH3:18])[CH:15]([OH:19])[CH:14]([CH2:20][OH:21])[O:13]3)[C:4]=2[N:5]=[CH:6][N:7]=1. The catalyst class is: 70. (4) Product: [C:1]([C:4]1[CH:5]=[C:6]([CH:30]=[CH:31][CH:32]=1)[CH2:7][C@H:8]1[CH2:13][C@H:12]2[C@H:14]3[C@H:23]([CH2:24][CH2:25][C@:10]2([CH3:11])[C@H:9]1[OH:29])[C:22]1[CH:21]=[CH:20][C:19]([C:26]([OH:28])=[O:27])=[CH:18][C:17]=1[CH2:16][CH2:15]3)(=[O:3])[NH2:2]. The catalyst class is: 50. Reactant: [C:1]([C:4]1[CH:5]=[C:6]([CH:30]=[CH:31][CH:32]=1)/[CH:7]=[C:8]1/[C@H:9]([OH:29])[C@:10]2([CH2:25][CH2:24][C@H:23]3[C@@H:14]([CH2:15][CH2:16][C:17]4[CH:18]=[C:19]([C:26]([OH:28])=[O:27])[CH:20]=[CH:21][C:22]=43)[C@@H:12]2[CH2:13]/1)[CH3:11])(=[O:3])[NH2:2]. (5) Reactant: [C:1]12([CH2:11][OH:12])[CH2:10][CH:5]3[CH2:6][CH:7]([CH2:9][CH:3]([CH2:4]3)[CH2:2]1)[CH2:8]2.C1C=C[NH+]=CC=1.[O-][Cr](Cl)(=O)=O.O. Product: [C:1]12([CH:11]=[O:12])[CH2:8][CH:7]3[CH2:6][CH:5]([CH2:4][CH:3]([CH2:9]3)[CH2:2]1)[CH2:10]2. The catalyst class is: 2. (6) Reactant: [Br:1][C:2]1[C:3]([CH3:9])=[CH:4][C:5]([OH:8])=[N:6][CH:7]=1.O[CH2:11][C:12]1([C:15]([O:17][CH3:18])=[O:16])[CH2:14][CH2:13]1.C1(P(C2C=CC=CC=2)C2C=CC=CC=2)C=CC=CC=1.N(C(OCC)=O)=NC(OCC)=O.C1(C)C=CC=CC=1. Product: [Br:1][C:2]1[C:3]([CH3:9])=[CH:4][C:5]([O:8][CH2:11][C:12]2([C:15]([O:17][CH3:18])=[O:16])[CH2:14][CH2:13]2)=[N:6][CH:7]=1. The catalyst class is: 355. (7) Reactant: [CH2:1]([N:8]1[CH2:13][CH2:12][C:11]([C:15]2[CH:20]=[CH:19][CH:18]=[CH:17][C:16]=2[O:21][CH3:22])(O)[CH2:10][CH2:9]1)[C:2]1[CH:7]=[CH:6][CH:5]=[CH:4][CH:3]=1.Cl.[OH-].[Na+]. Product: [CH2:1]([N:8]1[CH2:9][CH:10]=[C:11]([C:15]2[CH:20]=[CH:19][CH:18]=[CH:17][C:16]=2[O:21][CH3:22])[CH2:12][CH2:13]1)[C:2]1[CH:3]=[CH:4][CH:5]=[CH:6][CH:7]=1. The catalyst class is: 12. (8) Reactant: [BH4-].[Na+].[C:3]([C:6]1[O:7][CH:8]=[C:9]([C:11]([NH:13][CH2:14][C@@H:15]([N:17]2[CH:21]=[CH:20][C:19]([C:22]3[CH:27]=[CH:26][C:25]([C:28]#[N:29])=[C:24]([Cl:30])[CH:23]=3)=[N:18]2)[CH3:16])=[O:12])[N:10]=1)(=[O:5])[CH3:4]. Product: [Cl:30][C:24]1[CH:23]=[C:22]([C:19]2[CH:20]=[CH:21][N:17]([C@@H:15]([CH3:16])[CH2:14][NH:13][C:11]([C:9]3[N:10]=[C:6]([CH:3]([OH:5])[CH3:4])[O:7][CH:8]=3)=[O:12])[N:18]=2)[CH:27]=[CH:26][C:25]=1[C:28]#[N:29]. The catalyst class is: 8. (9) Reactant: Br[C:2]1[C:3]([CH3:20])=[C:4]([NH:12]C(=O)OC(C)(C)C)[C:5]([CH3:11])=[C:6]([CH3:10])[C:7]=1[O:8]C.[CH2:21]([Li])[CH2:22][CH2:23][CH3:24].C[CH:27](C)[C:28]([C:30]1[CH:35]=CC(C)=[CH:32][CH:31]=1)=O.Br.[OH-].[Na+].[CH2:41]1COCC1. Product: [CH3:24][C:23]1([CH3:41])[CH:22]([C:21]2[CH:32]=[CH:31][C:30]([CH3:35])=[CH:28][CH:27]=2)[C:2]2[C:3]([CH3:20])=[C:4]([NH2:12])[C:5]([CH3:11])=[C:6]([CH3:10])[C:7]=2[O:8]1. The catalyst class is: 6.